From a dataset of Full USPTO retrosynthesis dataset with 1.9M reactions from patents (1976-2016). Predict the reactants needed to synthesize the given product. The reactants are: [F:1][C:2]([F:15])([F:14])[C:3]1[CH:8]=[CH:7][CH:6]=[CH:5][C:4]=1[CH2:9][CH2:10][C:11]([OH:13])=O.[NH:16]1[CH2:21][CH2:20][C:19]2([C:29]3[C:24](=[CH:25][CH:26]=[CH:27][CH:28]=3)[NH:23][C:22]2=[O:30])[CH2:18][CH2:17]1. Given the product [F:14][C:2]([F:1])([F:15])[C:3]1[CH:8]=[CH:7][CH:6]=[CH:5][C:4]=1[CH2:9][CH2:10][C:11]([N:16]1[CH2:21][CH2:20][C:19]2([C:29]3[C:24](=[CH:25][CH:26]=[CH:27][CH:28]=3)[NH:23][C:22]2=[O:30])[CH2:18][CH2:17]1)=[O:13], predict the reactants needed to synthesize it.